This data is from Full USPTO retrosynthesis dataset with 1.9M reactions from patents (1976-2016). The task is: Predict the reactants needed to synthesize the given product. (1) Given the product [C:7]1([CH3:16])[CH:12]=[CH:11][C:10]([S:13](=[O:15])([S:3][CH2:1][CH3:2])=[O:14])=[CH:9][CH:8]=1, predict the reactants needed to synthesize it. The reactants are: [CH2:1]([S:3]SCC)[CH3:2].[C:7]1([CH3:16])[CH:12]=[CH:11][C:10]([S:13]([O-:15])=[O:14])=[CH:9][CH:8]=1.[Na+].II. (2) Given the product [NH2:1][C:60]1[C:59]2[N:64]=[CH:65][N:66]([CH2:67][C:68]([CH3:71])([OH:70])[CH3:69])[C:58]=2[C:57]2[CH:56]=[CH:55][C:54]([O:53][CH2:46][C:47]3[CH:52]=[CH:51][CH:50]=[CH:49][CH:48]=3)=[CH:63][C:62]=2[N:61]=1, predict the reactants needed to synthesize it. The reactants are: [NH2:1]C1C=NC2C(C=1NCC(C)(O)C)=CC=C(OCC1C=CC=CC=1)C=2.C(OCC)(OCC)OCC.C(OC)(OC)(OC)CCC.[CH2:46]([O:53][C:54]1[CH:55]=[CH:56][C:57]2[C:58]3[N:66]([CH2:67][C:68]([CH3:71])([OH:70])[CH3:69])[CH:65]=[N:64][C:59]=3[CH:60]=[N:61][C:62]=2[CH:63]=1)[C:47]1[CH:52]=[CH:51][CH:50]=[CH:49][CH:48]=1. (3) Given the product [CH2:1]=[C:2]1[CH2:11][CH2:10][CH2:9][C:4]2([CH2:8][CH2:7][CH2:6][CH2:5]2)[CH:3]1[C:12]([O:14][CH2:21][CH3:22])=[O:13], predict the reactants needed to synthesize it. The reactants are: [CH2:1]=[C:2]1[CH2:11][CH2:10][CH2:9][C:4]2([CH2:8][CH2:7][CH2:6][CH2:5]2)[CH:3]1[C:12]([OH:14])=[O:13].C([O-])([O-])=O.[K+].[K+].[CH2:21](I)[CH3:22].Cl. (4) Given the product [C:4]([O:8][C:9]([NH:11][C@H:12]1[CH2:17][CH2:16][CH2:15][N:14]([C:18]2[C:23]([C:24]([OH:26])=[O:25])=[CH:22][N:21]=[C:20]3[N:29]([CH2:32][C:33]4[CH:38]=[CH:37][C:36]([O:39][CH3:40])=[CH:35][CH:34]=4)[N:30]=[CH:31][C:19]=23)[CH2:13]1)=[O:10])([CH3:7])([CH3:6])[CH3:5], predict the reactants needed to synthesize it. The reactants are: O.[OH-].[Li+].[C:4]([O:8][C:9]([NH:11][C@H:12]1[CH2:17][CH2:16][CH2:15][N:14]([C:18]2[C:23]([C:24]([O:26]CC)=[O:25])=[CH:22][N:21]=[C:20]3[N:29]([CH2:32][C:33]4[CH:38]=[CH:37][C:36]([O:39][CH3:40])=[CH:35][CH:34]=4)[N:30]=[CH:31][C:19]=23)[CH2:13]1)=[O:10])([CH3:7])([CH3:6])[CH3:5]. (5) Given the product [F:2][C:3]1[CH:16]=[C:15]2[C:6]([C:7](=[O:17])[O:8][C:9]32[CH2:14][CH2:13][N:12]([C:31]([NH:30][C:27]2[CH:26]=[N:25][C:24]([C:18]4[CH:19]=[CH:20][CH:21]=[CH:22][CH:23]=4)=[CH:29][N:28]=2)=[O:32])[CH2:11][CH2:10]3)=[CH:5][CH:4]=1, predict the reactants needed to synthesize it. The reactants are: Cl.[F:2][C:3]1[CH:16]=[C:15]2[C:6]([C:7](=[O:17])[O:8][C:9]32[CH2:14][CH2:13][NH:12][CH2:11][CH2:10]3)=[CH:5][CH:4]=1.[C:18]1([C:24]2[N:25]=[CH:26][C:27]([NH:30][C:31](=O)[O:32]C3C=CC=CC=3)=[N:28][CH:29]=2)[CH:23]=[CH:22][CH:21]=[CH:20][CH:19]=1.C(N(CC)CC)C.O. (6) Given the product [CH3:27][O:26][C:4]1[CH:3]=[C:2]([N:28]2[CH:32]=[CH:31][CH:30]=[N:29]2)[C:7]([N+:8]([O-:10])=[O:9])=[CH:6][C:5]=1[NH:11][C:12]1[N:17]=[C:16]([N:18]2[CH:22]=[C:21]([CH:23]=[O:24])[C:20]([CH3:25])=[N:19]2)[CH:15]=[CH:14][N:13]=1, predict the reactants needed to synthesize it. The reactants are: F[C:2]1[C:7]([N+:8]([O-:10])=[O:9])=[CH:6][C:5]([NH:11][C:12]2[N:17]=[C:16]([N:18]3[CH:22]=[C:21]([CH:23]=[O:24])[C:20]([CH3:25])=[N:19]3)[CH:15]=[CH:14][N:13]=2)=[C:4]([O:26][CH3:27])[CH:3]=1.[NH:28]1[CH:32]=[CH:31][CH:30]=[N:29]1.C(=O)([O-])[O-].[Cs+].[Cs+].